Dataset: Experimentally validated miRNA-target interactions with 360,000+ pairs, plus equal number of negative samples. Task: Binary Classification. Given a miRNA mature sequence and a target amino acid sequence, predict their likelihood of interaction. (1) The miRNA is hsa-miR-6764-5p with sequence UCCCAGGGUCUGGUCAGAGUUG. The protein sequence of the target gene is MLGQLLPHTARGLGAAEMPGQGPGSDWTERSSSAEPPAVAGTEGGGGGSAGYSCYQNSKGSDRIKDGYKVNSHIAKLQELWKTPQNQTIHLSKSMMEASFFKHPDLTTGQKRYLCSIAKIYNANYLKMLMKRQYMHVLQHSSQKPGVLTHHRSRLSSRYSQKQHYPCTTWRHQLEREDSGSSDIAAASAPEMLIQHSLWRPVRNKEGIKTGYASKTRCKSLKIFRRPRKLFMQTVSSDDSESHMSEEKKEEDLLNNFMQSMSIEEQGEHLMLT. Result: 1 (interaction). (2) The miRNA is hsa-miR-4446-3p with sequence CAGGGCUGGCAGUGACAUGGGU. The protein sequence of the target gene is MRSLLLLSAFCLLEAALAAEVKKPAAAAAPGTAEKLSPKAATLAERSAGLAFSLYQAMAKDQAVENILVSPVVVASSLGLVSLGGKATTASQAKAVLSAEQLRDEEVHAGLGELLRSLSNSTARNVTWKLGSRLYGPSSVSFADDFVRSSKQHYNCEHSKINFRDKRSALQSINEWAAQTTDGKLPEVTKDVERTDGALLVNAMFFKPHWDEKFHHKMVDNRGFMVTRSYTVGVMMMHRTGLYNYYDDEKEKLQIVEMPLAHKLSSLIILMPHHVEPLERLEKLLTKEQLKIWMGKMQKK.... Result: 1 (interaction).